This data is from Forward reaction prediction with 1.9M reactions from USPTO patents (1976-2016). The task is: Predict the product of the given reaction. (1) Given the reactants C[O-].[Na+].[F:4][C:5]1[CH:6]=[C:7]([C:13]2[N:18]=[C:17]([C:19]#[N:20])[CH:16]=[CH:15][C:14]=2[CH3:21])[CH:8]=[CH:9][C:10]=1[O:11][CH3:12].[C:22]([OH:31])(=O)[C:23]1[C:24](=[CH:26][CH:27]=[CH:28][CH:29]=1)[NH2:25], predict the reaction product. The product is: [F:4][C:5]1[CH:6]=[C:7]([C:13]2[N:18]=[C:17]([C:19]3[NH:20][C:22](=[O:31])[C:23]4[C:24](=[CH:26][CH:27]=[CH:28][CH:29]=4)[N:25]=3)[CH:16]=[CH:15][C:14]=2[CH3:21])[CH:8]=[CH:9][C:10]=1[O:11][CH3:12]. (2) Given the reactants [OH:1]/[N:2]=[CH:3]/[C:4]1[N:5]2[C:9]([C:10]([C:13]([O:15][CH3:16])=[O:14])=[CH:11][CH:12]=1)=[CH:8][CH:7]=[CH:6]2.[Cl:17][C:18]1[CH:23]=[C:22]([C:24]([C:26]([F:29])([F:28])[F:27])=[CH2:25])[CH:21]=[C:20]([Cl:30])[C:19]=1[Cl:31], predict the reaction product. The product is: [Cl:17][C:18]1[CH:23]=[C:22]([C:24]2([C:26]([F:29])([F:28])[F:27])[O:1][N:2]=[C:3]([C:4]3[N:5]4[C:9]([C:10]([C:13]([O:15][CH3:16])=[O:14])=[CH:11][CH:12]=3)=[CH:8][CH:7]=[CH:6]4)[CH2:25]2)[CH:21]=[C:20]([Cl:30])[C:19]=1[Cl:31]. (3) Given the reactants [CH2:1]([O:3][C:4](=[O:8])[CH2:5][C:6]#[N:7])[CH3:2].[CH3:9][O:10][CH2:11][CH2:12][N:13]=[C:14]=[S:15], predict the reaction product. The product is: [CH2:1]([O:3][C:4](=[O:8])[CH:5]([C:6]#[N:7])[C:14](=[S:15])[NH:13][CH2:12][CH2:11][O:10][CH3:9])[CH3:2]. (4) The product is: [Br:20][C:21]([CH3:26])([CH3:25])[C:22]([N:8]([CH:1]1[CH2:7][CH2:6][CH2:5][CH2:4][CH2:3][CH2:2]1)[NH:9][C:10]([O:12][CH2:13][C:14]1[CH:15]=[CH:16][CH:17]=[CH:18][CH:19]=1)=[O:11])=[O:23]. Given the reactants [CH:1]1([NH:8][NH:9][C:10]([O:12][CH2:13][C:14]2[CH:19]=[CH:18][CH:17]=[CH:16][CH:15]=2)=[O:11])[CH2:7][CH2:6][CH2:5][CH2:4][CH2:3][CH2:2]1.[Br:20][C:21]([CH3:26])([CH3:25])[C:22](Br)=[O:23], predict the reaction product. (5) The product is: [CH3:1][O:2][C:3](=[O:28])[C:4]1[CH:9]=[CH:8][C:7]([O:10][C:11]2[CH:12]=[CH:13][C:14]([NH:17][C:18]([O:20][C:21]([CH3:22])([CH3:24])[CH3:23])=[O:19])=[CH:15][CH:16]=2)=[C:6]([NH2:25])[CH:5]=1. Given the reactants [CH3:1][O:2][C:3](=[O:28])[C:4]1[CH:9]=[CH:8][C:7]([O:10][C:11]2[CH:16]=[CH:15][C:14]([NH:17][C:18]([O:20][C:21]([CH3:24])([CH3:23])[CH3:22])=[O:19])=[CH:13][CH:12]=2)=[C:6]([N+:25]([O-])=O)[CH:5]=1.[NH4+].[Cl-], predict the reaction product. (6) Given the reactants [C:1]([CH:3]([C:13](=O)[CH2:14][CH3:15])[CH2:4][C:5]1[CH:12]=[CH:11][C:8]([C:9]#[N:10])=[CH:7][CH:6]=1)#[N:2].[NH2:17][NH2:18], predict the reaction product. The product is: [NH2:2][C:1]1[NH:18][N:17]=[C:13]([CH2:14][CH3:15])[C:3]=1[CH2:4][C:5]1[CH:12]=[CH:11][C:8]([C:9]#[N:10])=[CH:7][CH:6]=1. (7) Given the reactants Cl[C:2]1[CH:3]=[C:4]([NH:10][C:11]2[CH:20]=[C:14]3[CH2:15][N:16]([CH3:19])[CH2:17][CH2:18][N:13]3[N:12]=2)[C:5](=[O:9])[N:6]([CH3:8])[N:7]=1.[B:21]1(B2OC(C)(C)C(C)(C)O2)[O:25]C(C)(C)C(C)(C)[O:22]1.CC(C1C=C(C(C)C)C(C2C=CC=CC=2P(C2CCCCC2)C2CCCCC2)=C(C(C)C)C=1)C.C([O-])(=O)C.[K+], predict the reaction product. The product is: [CH3:8][N:6]1[C:5](=[O:9])[C:4]([NH:10][C:11]2[CH:20]=[C:14]3[CH2:15][N:16]([CH3:19])[CH2:17][CH2:18][N:13]3[N:12]=2)=[CH:3][C:2]([B:21]([OH:25])[OH:22])=[N:7]1. (8) Given the reactants [F:1][C:2]1[CH:3]=[C:4]2[C:8](=[CH:9][CH:10]=1)[NH:7][CH:6]=[C:5]2[CH:11]([C:13]1[CH:14]=[N:15][CH:16]=[CH:17][CH:18]=1)O.C([SiH](CC)CC)C.FC(F)(F)C(O)=O, predict the reaction product. The product is: [F:1][C:2]1[CH:3]=[C:4]2[C:8](=[CH:9][CH:10]=1)[NH:7][CH:6]=[C:5]2[CH2:11][C:13]1[CH:14]=[N:15][CH:16]=[CH:17][CH:18]=1. (9) The product is: [OH:38][C@H:24]([CH2:25][S:26][C:27]1[N:31]([C:32]2[CH:37]=[CH:36][CH:35]=[CH:34][CH:33]=2)[N:30]=[N:29][N:28]=1)[CH2:23][C:22](=[O:21])[CH2:16][C:15]([N:14]([CH3:18])[CH3:13])=[O:17]. Given the reactants C(NC(C)C)(C)C.C(N)CCC.[CH3:13][N:14]([CH3:18])[C:15](=[O:17])[CH3:16].C([O:21][C:22](=O)[CH2:23][C@H:24]([OH:38])[CH2:25][S:26][C:27]1[N:31]([C:32]2[CH:37]=[CH:36][CH:35]=[CH:34][CH:33]=2)[N:30]=[N:29][N:28]=1)C, predict the reaction product. (10) Given the reactants C(C1C=CC(N[C:11](=[O:28])[CH:12]([NH:16][C:17](=[O:27])[CH2:18][C:19]2[CH:24]=[C:23]([F:25])[CH:22]=[C:21]([F:26])[CH:20]=2)[CH2:13][CH2:14][CH3:15])=NC=1)(=O)C.FC(F)(F)CN.C(O[BH-](OC(=O)C)OC(=O)C)(=[O:37])C.[Na+].C(O)(=O)C.C([BH3-])#N.[Na+], predict the reaction product. The product is: [F:25][C:23]1[CH:24]=[C:19]([CH2:18][C:17]([NH:16][CH:12]([CH2:13][CH2:14][CH3:15])[C:11]([OH:28])=[O:37])=[O:27])[CH:20]=[C:21]([F:26])[CH:22]=1.